Dataset: Full USPTO retrosynthesis dataset with 1.9M reactions from patents (1976-2016). Task: Predict the reactants needed to synthesize the given product. (1) Given the product [CH:1]([C:4]1[CH:5]=[CH:6][C:7]([S:10]([NH:13][C:14]2[CH:22]=[CH:21][CH:20]=[C:19]3[C:15]=2[CH2:16][CH:17]([CH2:23][NH:24][CH2:25][CH2:26][CH3:27])[CH2:18]3)(=[O:11])=[O:12])=[CH:8][CH:9]=1)([CH3:3])[CH3:2], predict the reactants needed to synthesize it. The reactants are: [CH:1]([C:4]1[CH:9]=[CH:8][C:7]([S:10]([NH:13][C:14]2[CH:22]=[CH:21][CH:20]=[C:19]3[C:15]=2[CH2:16][CH:17]([CH2:23][NH:24][C:25](=O)[CH2:26][CH3:27])[CH2:18]3)(=[O:12])=[O:11])=[CH:6][CH:5]=1)([CH3:3])[CH3:2].Cl. (2) Given the product [F:1][CH:2]([CH3:25])[CH2:3][O:4][C:5]1[C:10]([NH:11][C:12]2[C:13]3[C:20]([CH3:21])=[C:19]([C:22]([NH:62][CH2:61][CH2:59][OH:60])=[O:24])[S:18][C:14]=3[N:15]=[CH:16][N:17]=2)=[CH:9][CH:8]=[CH:7][N:6]=1, predict the reactants needed to synthesize it. The reactants are: [F:1][CH:2]([CH3:25])[CH2:3][O:4][C:5]1[C:10]([NH:11][C:12]2[C:13]3[C:20]([CH3:21])=[C:19]([C:22]([OH:24])=O)[S:18][C:14]=3[N:15]=[CH:16][N:17]=2)=[CH:9][CH:8]=[CH:7][N:6]=1.CN(C(ON1N=NC2C=CC=NC1=2)=[N+](C)C)C.F[P-](F)(F)(F)(F)F.CCN(C(C)C)C(C)C.[CH2:59]([CH2:61][NH2:62])[OH:60]. (3) Given the product [NH2:7][C@H:8]([C:12]1[CH:17]=[CH:16][CH:15]=[CH:14][C:13]=1[O:18][CH3:19])[CH2:9][OH:10], predict the reactants needed to synthesize it. The reactants are: [H-].[Al+3].[Li+].[H-].[H-].[H-].[NH2:7][C@H:8]([C:12]1[CH:17]=[CH:16][CH:15]=[CH:14][C:13]=1[O:18][CH3:19])[C:9](O)=[O:10].O.C([O-])([O-])=O.[K+].[K+]. (4) Given the product [C:36]([CH2:35][CH2:34][C:15]1[CH:14]=[C:13]([C:11](=[O:12])[C:10]2[CH:40]=[CH:41][C:7]([O:6][CH:1]3[CH2:5][CH2:4][CH2:3][CH2:2]3)=[CH:8][C:9]=2[OH:42])[CH:33]=[CH:32][C:16]=1[O:17][CH2:18][C:19]1[C:23]2[CH:24]=[CH:25][CH:26]=[C:27]([C:28]([OH:30])=[O:29])[C:22]=2[S:21][CH:20]=1)([OH:38])=[O:37], predict the reactants needed to synthesize it. The reactants are: [CH:1]1([O:6][C:7]2[CH:41]=[CH:40][C:10]([C:11]([C:13]3[CH:33]=[CH:32][C:16]([O:17][CH2:18][C:19]4[C:23]5[CH:24]=[CH:25][CH:26]=[C:27]([C:28]([O:30]C)=[O:29])[C:22]=5[S:21][CH:20]=4)=[C:15]([CH2:34][CH2:35][C:36]([O:38]C)=[O:37])[CH:14]=3)=[O:12])=[C:9]([OH:42])[CH:8]=2)[CH2:5][CH2:4][CH2:3][CH2:2]1.O.Cl.C(Cl)(Cl)Cl. (5) Given the product [Br:16][C:8]1[CH:7]=[CH:6][C:5]([OH:10])=[C:4]([CH2:3][CH2:2][OH:1])[CH:9]=1, predict the reactants needed to synthesize it. The reactants are: [OH:1][CH2:2][CH2:3][C:4]1[CH:9]=[CH:8][CH:7]=[CH:6][C:5]=1[OH:10].S(=O)(=O)(O)O.[Br:16]N1C(=O)CCC1=O.S([O-])([O-])=S.[Na+].[Na+].